The task is: Predict the product of the given reaction.. This data is from Forward reaction prediction with 1.9M reactions from USPTO patents (1976-2016). (1) The product is: [CH3:1][O:2][C:3]1[C:4]([O:12][CH2:13][CH2:14][CH3:15])=[C:5]([CH:6]=[CH:7][CH:8]=1)[CH2:9][N:10]([CH3:11])[C:29](=[O:31])/[CH:28]=[CH:27]/[C:24]1[CH:25]=[N:26][C:19]2[NH:18][C:17](=[O:16])[CH2:22][O:21][C:20]=2[CH:23]=1. Given the reactants [CH3:1][O:2][C:3]1[C:4]([O:12][CH2:13][CH2:14][CH3:15])=[C:5]([CH2:9][NH:10][CH3:11])[CH:6]=[CH:7][CH:8]=1.[O:16]=[C:17]1[CH2:22][O:21][C:20]2[CH:23]=[C:24](/[CH:27]=[CH:28]/[C:29]([OH:31])=O)[CH:25]=[N:26][C:19]=2[NH:18]1.ON1C2C=CC=CC=2N=N1.C(N(C(C)C)CC)(C)C.CN(C)CCCN=C=NCC, predict the reaction product. (2) Given the reactants ClC(OCC(C)C)=O.[CH2:9]([O:16][C:17]([C:19]1([C:50]([OH:52])=O)[CH2:24][CH2:23][N:22]([CH2:25][C:26]2[CH:31]=[CH:30][C:29]([C:32]3[N:36]=[C:35]([C:37]4[CH:42]=[CH:41][C:40]([C:43]5[CH:48]=[CH:47][CH:46]=[CH:45][CH:44]=5)=[C:39]([F:49])[CH:38]=4)[O:34][N:33]=3)=[CH:28][CH:27]=2)[CH2:21][CH2:20]1)=[O:18])[C:10]1[CH:15]=[CH:14][CH:13]=[CH:12][CH:11]=1.CN1CCOCC1.[NH2:60][N:61]1[CH2:66][CH2:65][CH2:64][CH2:63][CH2:62]1, predict the reaction product. The product is: [CH2:9]([O:16][C:17]([C:19]1([C:50](=[O:52])[NH:60][N:61]2[CH2:66][CH2:65][CH2:64][CH2:63][CH2:62]2)[CH2:20][CH2:21][N:22]([CH2:25][C:26]2[CH:27]=[CH:28][C:29]([C:32]3[N:36]=[C:35]([C:37]4[CH:42]=[CH:41][C:40]([C:43]5[CH:44]=[CH:45][CH:46]=[CH:47][CH:48]=5)=[C:39]([F:49])[CH:38]=4)[O:34][N:33]=3)=[CH:30][CH:31]=2)[CH2:23][CH2:24]1)=[O:18])[C:10]1[CH:11]=[CH:12][CH:13]=[CH:14][CH:15]=1. (3) Given the reactants N[C:2]1[C:7]([C:8]([O:10][CH2:11][CH3:12])=[O:9])=[C:6]([C:13]2[CH:18]=[CH:17][C:16]([CH3:19])=[CH:15][CH:14]=2)[C:5]([C:20]([O:22][CH3:23])=[O:21])=[C:4]([CH3:24])[N:3]=1.N([O-])=O.[Na+].C1C=CN=CC=1.[FH:35].C(=O)(O)[O-].[Na+], predict the reaction product. The product is: [F:35][C:2]1[C:7]([C:8]([O:10][CH2:11][CH3:12])=[O:9])=[C:6]([C:13]2[CH:18]=[CH:17][C:16]([CH3:19])=[CH:15][CH:14]=2)[C:5]([C:20]([O:22][CH3:23])=[O:21])=[C:4]([CH3:24])[N:3]=1. (4) Given the reactants [F:1][C:2]1[CH:28]=[CH:27][C:5]([CH2:6][N:7]2[CH2:10][CH:9]([S:11][C:12]3[C@H:13]([CH3:26])[C@@H:14]4[C@@H:21]([C@H:22]([OH:24])[CH3:23])[C:20](=[O:25])[N:15]4[C:16]=3[C:17]([OH:19])=[O:18])[CH2:8]2)=[CH:4][CH:3]=1.[C:29]([CH2:35]Cl)(=[O:34])[CH2:30][CH:31]([CH3:33])[CH3:32], predict the reaction product. The product is: [F:1][C:2]1[CH:28]=[CH:27][C:5]([CH2:6][N:7]2[CH2:8][CH:9]([S:11][C:12]3[C@H:13]([CH3:26])[C@@H:14]4[C@@H:21]([C@H:22]([OH:24])[CH3:23])[C:20](=[O:25])[N:15]4[C:16]=3[C:17]([O:19][CH2:35][C:29](=[O:34])[CH2:30][CH:31]([CH3:33])[CH3:32])=[O:18])[CH2:10]2)=[CH:4][CH:3]=1. (5) Given the reactants C([Li])CCC.[F:6][C:7]1[CH:8]=[C:9]([NH:14][C:15](=[O:20])[O:16][CH:17]([CH3:19])[CH3:18])[CH:10]=[C:11]([F:13])[CH:12]=1.CN(CCN(C)C)C.CN(C)[CH:31]=[O:32], predict the reaction product. The product is: [F:6][C:7]1[CH:8]=[C:9]([NH:14][C:15](=[O:20])[O:16][CH:17]([CH3:18])[CH3:19])[CH:10]=[C:11]([F:13])[C:12]=1[CH:31]=[O:32]. (6) Given the reactants [C:1]([O:5][C@@H:6]([C:12]1[C:21]([CH3:22])=[CH:20][C:19]2[C:14](=[CH:15][CH:16]=[CH:17][CH:18]=2)[C:13]=1[C:23]1[CH2:28][CH2:27][CH2:26][CH2:25][CH:24]=1)[C:7]([O:9]CC)=[O:8])([CH3:4])([CH3:3])[CH3:2].[OH-].[Na+], predict the reaction product. The product is: [C:1]([O:5][C@@H:6]([C:12]1[C:21]([CH3:22])=[CH:20][C:19]2[C:14](=[CH:15][CH:16]=[CH:17][CH:18]=2)[C:13]=1[C:23]1[CH2:28][CH2:27][CH2:26][CH2:25][CH:24]=1)[C:7]([OH:9])=[O:8])([CH3:4])([CH3:2])[CH3:3]. (7) Given the reactants [C:1]([O:5][C:6]([NH:8][C@:9]1([C:14]([OH:16])=O)[CH2:11][C@H:10]1[CH:12]=[CH2:13])=[O:7])([CH3:4])([CH3:3])[CH3:2].C1N=CN(C(N2C=NC=C2)=O)C=1.[CH:29]1([S:32]([NH2:35])(=[O:34])=[O:33])[CH2:31][CH2:30]1.C1CCN2C(=NCCC2)CC1, predict the reaction product. The product is: [CH:29]1([S:32]([NH:35][C:14]([C@@:9]2([NH:8][C:6](=[O:7])[O:5][C:1]([CH3:2])([CH3:3])[CH3:4])[CH2:11][C@H:10]2[CH:12]=[CH2:13])=[O:16])(=[O:34])=[O:33])[CH2:31][CH2:30]1. (8) Given the reactants [NH:1]1[C:9]2[C:4](=[CH:5][CH:6]=[CH:7][CH:8]=2)[C:3](/[CH:10]=[CH:11]/[C:12]2[CH:20]=[CH:19][C:15]([C:16]([OH:18])=O)=[CH:14][CH:13]=2)=[N:2]1.[NH2:21][CH2:22][CH2:23][CH2:24][N:25]1[CH2:30][CH2:29][O:28][CH2:27][CH2:26]1.O.ON1C2C=CC=CC=2N=N1.[ClH:42].C(N=C=NCCCN(C)C)C.CN1CCOCC1, predict the reaction product. The product is: [ClH:42].[ClH:42].[O:28]1[CH2:29][CH2:30][N:25]([CH2:24][CH2:23][CH2:22][NH:21][C:16](=[O:18])[C:15]2[CH:14]=[CH:13][C:12](/[CH:11]=[CH:10]/[C:3]3[C:4]4[C:9](=[CH:8][CH:7]=[CH:6][CH:5]=4)[NH:1][N:2]=3)=[CH:20][CH:19]=2)[CH2:26][CH2:27]1. (9) Given the reactants [CH2:1]([O:8][C:9]([N:11]1[CH2:17][CH2:16][CH2:15][NH:14][CH2:13][CH2:12]1)=[O:10])[C:2]1[CH:7]=[CH:6][CH:5]=[CH:4][CH:3]=1.C(=O)([O-])[O-].[K+].[K+].[CH3:24][N:25]([CH3:29])[CH2:26][CH2:27]Cl, predict the reaction product. The product is: [CH2:1]([O:8][C:9]([N:11]1[CH2:17][CH2:16][CH2:15][N:14]([CH2:27][CH2:26][N:25]([CH3:29])[CH3:24])[CH2:13][CH2:12]1)=[O:10])[C:2]1[CH:7]=[CH:6][CH:5]=[CH:4][CH:3]=1. (10) Given the reactants [CH2:1]([C@@H:5]([CH2:10][C:11]([O:13][C:14]([CH3:17])([CH3:16])[CH3:15])=[O:12])[C:6]([O:8]C)=[O:7])[CH:2]([CH3:4])[CH3:3].C(=O)([O-])[O-].[K+].[K+].O, predict the reaction product. The product is: [C:14]([O:13][C:11](=[O:12])[CH2:10][C@H:5]([CH2:1][CH:2]([CH3:3])[CH3:4])[C:6]([OH:8])=[O:7])([CH3:17])([CH3:16])[CH3:15].